From a dataset of NCI-60 drug combinations with 297,098 pairs across 59 cell lines. Regression. Given two drug SMILES strings and cell line genomic features, predict the synergy score measuring deviation from expected non-interaction effect. Drug 1: C1=C(C(=O)NC(=O)N1)N(CCCl)CCCl. Drug 2: C1=CC=C(C(=C1)C(C2=CC=C(C=C2)Cl)C(Cl)Cl)Cl. Cell line: HL-60(TB). Synergy scores: CSS=62.9, Synergy_ZIP=-0.248, Synergy_Bliss=-1.60, Synergy_Loewe=-18.3, Synergy_HSA=-0.973.